From a dataset of Full USPTO retrosynthesis dataset with 1.9M reactions from patents (1976-2016). Predict the reactants needed to synthesize the given product. (1) Given the product [CH3:34][S:35]([O:25][CH2:24][C:21]1[O:22][CH:23]=[C:18]([O:17][CH2:16][CH2:15][CH2:14][CH2:13][CH2:12][O:11][C:4]2[C:5]3[C:10](=[CH:9][CH:8]=[CH:7][CH:6]=3)[N:1]=[CH:2][N:3]=2)[C:19](=[O:26])[CH:20]=1)(=[O:37])=[O:36], predict the reactants needed to synthesize it. The reactants are: [N:1]1[C:10]2[C:5](=[CH:6][CH:7]=[CH:8][CH:9]=2)[C:4]([O:11][CH2:12][CH2:13][CH2:14][CH2:15][CH2:16][O:17][C:18]2[C:19](=[O:26])[CH:20]=[C:21]([CH2:24][OH:25])[O:22][CH:23]=2)=[N:3][CH:2]=1.C(N(CC)CC)C.[CH3:34][S:35](Cl)(=[O:37])=[O:36]. (2) Given the product [OH:15][CH2:14][CH2:13][N:12]([CH3:11])[C:3](=[O:10])[CH2:4][C:5](=[O:9])[CH:6]([CH3:7])[CH3:8], predict the reactants needed to synthesize it. The reactants are: CO[C:3](=[O:10])[CH2:4][C:5](=[O:9])[CH:6]([CH3:8])[CH3:7].[CH3:11][NH:12][CH2:13][CH2:14][OH:15]. (3) Given the product [Cl:1][C:2]1[C:3]([CH2:8][C:9]([O:11][CH2:12][CH3:13])=[O:10])=[N:4][CH:5]=[CH:6][CH:7]=1, predict the reactants needed to synthesize it. The reactants are: [Cl:1][C:2]1[C:3]([CH:8](C(OCC)=O)[C:9]([O:11][CH2:12][CH3:13])=[O:10])=[N:4][CH:5]=[CH:6][CH:7]=1.CS(C)=O.[Cl-].[Na+]. (4) Given the product [CH3:1][C@H:2]1[CH2:3][N:4]([S:8]([C:11]2[CH:12]=[CH:13][C:14]([C:17]([F:20])([F:18])[F:19])=[CH:15][CH:16]=2)(=[O:9])=[O:10])[CH2:5][CH2:6][N:7]1[C:30]([C:23]1[CH:22]=[N:21][N:25]2[CH:26]=[CH:27][CH:28]=[N:29][C:24]=12)=[O:31], predict the reactants needed to synthesize it. The reactants are: [CH3:1][C@@H:2]1[NH:7][CH2:6][CH2:5][N:4]([S:8]([C:11]2[CH:16]=[CH:15][C:14]([C:17]([F:20])([F:19])[F:18])=[CH:13][CH:12]=2)(=[O:10])=[O:9])[CH2:3]1.[N:21]1[N:25]2[CH:26]=[CH:27][CH:28]=[N:29][C:24]2=[C:23]([C:30](O)=[O:31])[CH:22]=1.C1C=CC2N(O)N=NC=2C=1.O.CN(C(ON1N=NC2C=CC=CC1=2)=[N+](C)C)C.F[P-](F)(F)(F)(F)F.CCN(C(C)C)C(C)C.